Dataset: Forward reaction prediction with 1.9M reactions from USPTO patents (1976-2016). Task: Predict the product of the given reaction. Given the reactants [NH2:1][C:2]1[N:3]=[CH:4][C:5]([C:8]2[C:13]([F:14])=[CH:12][C:11]([C:15]3[C:16]([OH:21])=[CH:17][CH:18]=[CH:19][CH:20]=3)=[CH:10][CH:9]=2)=[N:6][CH:7]=1.CN(C=O)C.C([O-])([O-])=O.[Cs+].[Cs+].Br[CH2:34][C:35]([O:37][CH3:38])=[O:36], predict the reaction product. The product is: [NH2:1][C:2]1[N:3]=[CH:4][C:5]([C:8]2[CH:9]=[CH:10][C:11]([C:15]3[CH:20]=[CH:19][CH:18]=[CH:17][C:16]=3[O:21][CH2:34][C:35]([O:37][CH3:38])=[O:36])=[CH:12][C:13]=2[F:14])=[N:6][CH:7]=1.